Dataset: Full USPTO retrosynthesis dataset with 1.9M reactions from patents (1976-2016). Task: Predict the reactants needed to synthesize the given product. (1) Given the product [CH2:1]([N:3]1[CH2:12][CH2:11][CH:10]2[C:5](=[C:6]([NH2:14])[CH:7]=[CH:8][CH:9]2[Br:13])[CH2:4]1)[CH3:2], predict the reactants needed to synthesize it. The reactants are: [CH2:1]([N:3]1[CH2:12][CH2:11][CH:10]2[C:5](=[C:6]([N+:14]([O-])=O)[CH:7]=[CH:8][CH:9]2[Br:13])[CH2:4]1)[CH3:2].[H][H]. (2) Given the product [Br:1][C:2]1[CH:8]=[C:7]([NH2:9])[C:5]([NH2:6])=[C:4]([F:12])[CH:3]=1, predict the reactants needed to synthesize it. The reactants are: [Br:1][C:2]1[CH:8]=[C:7]([N+:9]([O-])=O)[C:5]([NH2:6])=[C:4]([F:12])[CH:3]=1.[Cl-].[NH4+]. (3) Given the product [C:10]([N:12]1[CH2:13][CH2:14][N:15]([C:18]2[CH:23]=[CH:22][C:21]([C:24]3[CH:25]=[C:26]([O:33][C@@H:34]([C@H:36]4[CH2:40][NH:39][C:38](=[O:41])[CH2:37]4)[CH3:35])[C:27]4[S:31][CH:30]=[N:29][C:28]=4[CH:32]=3)=[CH:20][CH:19]=2)[CH2:16][CH2:17]1)(=[O:2])[CH3:9], predict the reactants needed to synthesize it. The reactants are: C(O)(C(F)(F)F)=[O:2].O1C[CH:10]([N:12]2[CH2:17][CH2:16][N:15]([C:18]3[CH:23]=[CH:22][C:21]([C:24]4[CH:25]=[C:26]([O:33][C@@H:34]([C@H:36]5[CH2:40][NH:39][C:38](=[O:41])[CH2:37]5)[CH3:35])[C:27]5[S:31][CH:30]=[N:29][C:28]=5[CH:32]=4)=[CH:20][CH:19]=3)[CH2:14][CH2:13]2)[CH2:9]1.CCN(CC)CC.C(OC(=O)C)(=O)C. (4) Given the product [CH2:1]([C:8]1[NH:12][N:11]=[C:10]([C:13]2[S:17][C:16]([C:18]([NH:53][CH2:54][C:55]3[CH:56]=[N:57][CH:58]=[CH:59][CH:60]=3)=[O:20])=[C:15]([CH3:21])[CH:14]=2)[N:9]=1)[C:2]1[CH:3]=[CH:4][CH:5]=[CH:6][CH:7]=1, predict the reactants needed to synthesize it. The reactants are: [CH2:1]([C:8]1[NH:12][N:11]=[C:10]([C:13]2[S:17][C:16]([C:18]([OH:20])=O)=[C:15]([CH3:21])[CH:14]=2)[N:9]=1)[C:2]1[CH:7]=[CH:6][CH:5]=[CH:4][CH:3]=1.ON1C2C=CC=CC=2N=N1.Cl.C(N=C=NCCCN(C)C)C.C(N(CC)C(C)C)(C)C.[NH2:53][CH2:54][C:55]1[CH:56]=[N:57][CH:58]=[CH:59][CH:60]=1. (5) Given the product [Cl:15][C:9]1[C:8]([F:16])=[C:7]([I:21])[CH:14]=[CH:13][C:10]=1[C:11]#[N:12], predict the reactants needed to synthesize it. The reactants are: S(=O)(=O)(O)O.N[C:7]1[CH:14]=[CH:13][C:10]([C:11]#[N:12])=[C:9]([Cl:15])[C:8]=1[F:16].N([O-])=O.[Na+].[I-:21].[K+].